From a dataset of Retrosynthesis with 50K atom-mapped reactions and 10 reaction types from USPTO. Predict the reactants needed to synthesize the given product. Given the product OC1CCC(COCc2ccccc2)OC1, predict the reactants needed to synthesize it. The reactants are: C1=COC(COCc2ccccc2)CC1.C1CCOC1.